From a dataset of Full USPTO retrosynthesis dataset with 1.9M reactions from patents (1976-2016). Predict the reactants needed to synthesize the given product. (1) Given the product [CH:1]1([CH2:7][C@@H:8]([N:25]([CH3:26])[C:40]([CH:34]2[CH2:39][CH2:38][CH2:37][CH2:36][CH2:35]2)=[O:41])[CH2:9][N:10]2[CH2:11][CH2:12][N:13]([C:16]3[CH:24]=[CH:23][CH:22]=[C:21]4[C:17]=3[CH:18]=[CH:19][NH:20]4)[CH2:14][CH2:15]2)[CH2:2][CH2:3][CH2:4][CH2:5][CH2:6]1, predict the reactants needed to synthesize it. The reactants are: [CH:1]1([CH2:7][C@@H:8]([NH:25][CH3:26])[CH2:9][N:10]2[CH2:15][CH2:14][N:13]([C:16]3[CH:24]=[CH:23][CH:22]=[C:21]4[C:17]=3[CH:18]=[CH:19][NH:20]4)[CH2:12][CH2:11]2)[CH2:6][CH2:5][CH2:4][CH2:3][CH2:2]1.C(N(CC)CC)C.[CH:34]1([C:40](Cl)=[O:41])[CH2:39][CH2:38][CH2:37][CH2:36][CH2:35]1. (2) The reactants are: [NH2:1][C:2]1[N:11]=[C:10]([N:12]2[CH2:17][CH2:16][O:15][CH2:14][CH2:13]2)[C:9]2[C:4](=[N:5][CH:6]=[C:7](Cl)[N:8]=2)[N:3]=1.[C:19](=[O:22])([O-])[O-].[K+].[K+].CC1(C)C(C)(C)OB([C:33]2[CH:38]=[CH:37][C:36]([NH2:39])=[CH:35][CH:34]=2)O1.[CH3:41]OC. Given the product [NH2:39][C:36]1[CH:37]=[CH:38][C:33]([C:7]2[N:8]=[C:9]3[C:4](=[N:5][CH:6]=2)[N:3]=[C:2]([NH:1][C:19](=[O:22])[CH3:41])[N:11]=[C:10]3[N:12]2[CH2:17][CH2:16][O:15][CH2:14][CH2:13]2)=[CH:34][CH:35]=1, predict the reactants needed to synthesize it.